Regression. Given two drug SMILES strings and cell line genomic features, predict the synergy score measuring deviation from expected non-interaction effect. From a dataset of NCI-60 drug combinations with 297,098 pairs across 59 cell lines. (1) Drug 1: CC1=CC=C(C=C1)C2=CC(=NN2C3=CC=C(C=C3)S(=O)(=O)N)C(F)(F)F. Drug 2: C1CC(C1)(C(=O)O)C(=O)O.[NH2-].[NH2-].[Pt+2]. Cell line: OVCAR-5. Synergy scores: CSS=19.9, Synergy_ZIP=-3.71, Synergy_Bliss=0.522, Synergy_Loewe=7.76, Synergy_HSA=5.07. (2) Drug 1: CCCS(=O)(=O)NC1=C(C(=C(C=C1)F)C(=O)C2=CNC3=C2C=C(C=N3)C4=CC=C(C=C4)Cl)F. Drug 2: C1=CC(=CC=C1C#N)C(C2=CC=C(C=C2)C#N)N3C=NC=N3. Cell line: OVCAR-8. Synergy scores: CSS=-1.74, Synergy_ZIP=1.90, Synergy_Bliss=1.79, Synergy_Loewe=-0.164, Synergy_HSA=-0.457. (3) Drug 1: C1CCC(C1)C(CC#N)N2C=C(C=N2)C3=C4C=CNC4=NC=N3. Drug 2: CCC1=CC2CC(C3=C(CN(C2)C1)C4=CC=CC=C4N3)(C5=C(C=C6C(=C5)C78CCN9C7C(C=CC9)(C(C(C8N6C)(C(=O)OC)O)OC(=O)C)CC)OC)C(=O)OC.C(C(C(=O)O)O)(C(=O)O)O. Cell line: MCF7. Synergy scores: CSS=46.4, Synergy_ZIP=15.0, Synergy_Bliss=14.3, Synergy_Loewe=-1.48, Synergy_HSA=14.1. (4) Drug 1: CCC1(CC2CC(C3=C(CCN(C2)C1)C4=CC=CC=C4N3)(C5=C(C=C6C(=C5)C78CCN9C7C(C=CC9)(C(C(C8N6C=O)(C(=O)OC)O)OC(=O)C)CC)OC)C(=O)OC)O.OS(=O)(=O)O. Drug 2: CC1=C(C(CCC1)(C)C)C=CC(=CC=CC(=CC(=O)O)C)C. Cell line: OVCAR-5. Synergy scores: CSS=9.45, Synergy_ZIP=-1.23, Synergy_Bliss=0.947, Synergy_Loewe=4.95, Synergy_HSA=0.723.